Dataset: NCI-60 drug combinations with 297,098 pairs across 59 cell lines. Task: Regression. Given two drug SMILES strings and cell line genomic features, predict the synergy score measuring deviation from expected non-interaction effect. (1) Synergy scores: CSS=-1.21, Synergy_ZIP=-0.289, Synergy_Bliss=-2.65, Synergy_Loewe=-3.45, Synergy_HSA=-3.67. Drug 1: CN(C)C1=NC(=NC(=N1)N(C)C)N(C)C. Cell line: OVCAR-4. Drug 2: C(CN)CNCCSP(=O)(O)O. (2) Drug 1: CC1CCC2CC(C(=CC=CC=CC(CC(C(=O)C(C(C(=CC(C(=O)CC(OC(=O)C3CCCCN3C(=O)C(=O)C1(O2)O)C(C)CC4CCC(C(C4)OC)OCCO)C)C)O)OC)C)C)C)OC. Drug 2: CC(C)(C#N)C1=CC(=CC(=C1)CN2C=NC=N2)C(C)(C)C#N. Cell line: U251. Synergy scores: CSS=-0.00300, Synergy_ZIP=-0.796, Synergy_Bliss=-1.61, Synergy_Loewe=-2.52, Synergy_HSA=-2.38. (3) Drug 1: CN1C2=C(C=C(C=C2)N(CCCl)CCCl)N=C1CCCC(=O)O.Cl. Drug 2: CN(CCCl)CCCl.Cl. Cell line: COLO 205. Synergy scores: CSS=18.9, Synergy_ZIP=-6.57, Synergy_Bliss=-4.06, Synergy_Loewe=-10.3, Synergy_HSA=-2.85. (4) Drug 1: CCC1(CC2CC(C3=C(CCN(C2)C1)C4=CC=CC=C4N3)(C5=C(C=C6C(=C5)C78CCN9C7C(C=CC9)(C(C(C8N6C=O)(C(=O)OC)O)OC(=O)C)CC)OC)C(=O)OC)O.OS(=O)(=O)O. Drug 2: CC1=C(N=C(N=C1N)C(CC(=O)N)NCC(C(=O)N)N)C(=O)NC(C(C2=CN=CN2)OC3C(C(C(C(O3)CO)O)O)OC4C(C(C(C(O4)CO)O)OC(=O)N)O)C(=O)NC(C)C(C(C)C(=O)NC(C(C)O)C(=O)NCCC5=NC(=CS5)C6=NC(=CS6)C(=O)NCCC[S+](C)C)O. Cell line: M14. Synergy scores: CSS=14.8, Synergy_ZIP=-7.40, Synergy_Bliss=-2.03, Synergy_Loewe=-2.43, Synergy_HSA=-0.702. (5) Drug 1: CC(C1=C(C=CC(=C1Cl)F)Cl)OC2=C(N=CC(=C2)C3=CN(N=C3)C4CCNCC4)N. Drug 2: CC1=C2C(C(=O)C3(C(CC4C(C3C(C(C2(C)C)(CC1OC(=O)C(C(C5=CC=CC=C5)NC(=O)OC(C)(C)C)O)O)OC(=O)C6=CC=CC=C6)(CO4)OC(=O)C)OC)C)OC. Cell line: TK-10. Synergy scores: CSS=53.9, Synergy_ZIP=7.67, Synergy_Bliss=7.33, Synergy_Loewe=-9.98, Synergy_HSA=7.56.